From a dataset of Full USPTO retrosynthesis dataset with 1.9M reactions from patents (1976-2016). Predict the reactants needed to synthesize the given product. (1) Given the product [CH3:11][C:12]1([CH3:23])[C:21]2[C:16](=[CH:17][C:18]([N+:1]([O-:4])=[O:2])=[CH:19][CH:20]=2)[CH2:15][C:14](=[O:22])[NH:13]1, predict the reactants needed to synthesize it. The reactants are: [N+:1]([O-:4])([O-])=[O:2].[K+].S(=O)(=O)(O)O.[CH3:11][C:12]1([CH3:23])[C:21]2[C:16](=[CH:17][CH:18]=[CH:19][CH:20]=2)[CH2:15][C:14](=[O:22])[NH:13]1. (2) The reactants are: I[C:2]1[C:3](=[O:23])[N:4]([CH:20]([CH3:22])[CH3:21])[C:5](=[O:19])[N:6]([C:9]2[CH:14]=[CH:13][CH:12]=[C:11]([C:15]([F:18])([F:17])[F:16])[CH:10]=2)[C:7]=1[CH3:8].[Br:24][C:25]1[C:30](B2OC(C)(C)C(C)(C)O2)=[CH:29][CH:28]=[CH:27][N:26]=1.C(=O)([O-])[O-].[Na+].[Na+].C1(P(C2CCCCC2)C2C=CC=CC=2C2C=CC=CC=2)CCCCC1. Given the product [Br:24][C:25]1[C:30]([C:2]2[C:3](=[O:23])[N:4]([CH:20]([CH3:22])[CH3:21])[C:5](=[O:19])[N:6]([C:9]3[CH:14]=[CH:13][CH:12]=[C:11]([C:15]([F:18])([F:17])[F:16])[CH:10]=3)[C:7]=2[CH3:8])=[CH:29][CH:28]=[CH:27][N:26]=1, predict the reactants needed to synthesize it. (3) Given the product [O:1]1[CH:5]([C:6]([O:8][CH3:9])=[O:7])[CH2:4][CH2:3][CH:2]1[C:10]([O:12][CH3:13])=[O:11], predict the reactants needed to synthesize it. The reactants are: [O:1]1[C:5]([C:6]([O:8][CH3:9])=[O:7])=[CH:4][CH:3]=[C:2]1[C:10]([O:12][CH3:13])=[O:11].